The task is: Regression. Given a peptide amino acid sequence and an MHC pseudo amino acid sequence, predict their binding affinity value. This is MHC class I binding data.. This data is from Peptide-MHC class I binding affinity with 185,985 pairs from IEDB/IMGT. (1) The peptide sequence is RQRHYFDSA. The MHC is HLA-B46:01 with pseudo-sequence HLA-B46:01. The binding affinity (normalized) is 0.0847. (2) The peptide sequence is LILFVLALY. The MHC is HLA-A03:01 with pseudo-sequence HLA-A03:01. The binding affinity (normalized) is 0.148. (3) The peptide sequence is GVRQFSGWM. The MHC is HLA-A02:03 with pseudo-sequence HLA-A02:03. The binding affinity (normalized) is 0.0847.